Binary Classification. Given a drug SMILES string, predict its activity (active/inactive) in a high-throughput screening assay against a specified biological target. From a dataset of M1 muscarinic receptor antagonist screen with 61,756 compounds. (1) The molecule is Brc1cc2c(n(CC)cc(c2=O)C(OCC)=O)cc1. The result is 0 (inactive). (2) The molecule is s1c(C2n3[nH]c(nc3=NC(C2)c2ccc(OC)cc2)N)ccc1. The result is 0 (inactive). (3) The drug is o1c2c(n(CCC(=O)Nc3c(cc(cc3)C)C)c1=O)cccc2. The result is 0 (inactive).